This data is from Peptide-MHC class II binding affinity with 134,281 pairs from IEDB. The task is: Regression. Given a peptide amino acid sequence and an MHC pseudo amino acid sequence, predict their binding affinity value. This is MHC class II binding data. (1) The peptide sequence is AVGGVLLFLSVNVHA. The MHC is DRB1_0404 with pseudo-sequence DRB1_0404. The binding affinity (normalized) is 0.832. (2) The peptide sequence is ATATATSAVGAPTGA. The MHC is HLA-DQA10201-DQB10202 with pseudo-sequence HLA-DQA10201-DQB10202. The binding affinity (normalized) is 0.217. (3) The peptide sequence is LSEEKVPWDQVVMTS. The MHC is HLA-DQA10201-DQB10303 with pseudo-sequence HLA-DQA10201-DQB10303. The binding affinity (normalized) is 0.311. (4) The binding affinity (normalized) is 0.313. The peptide sequence is PLYRYLGGCFACSL. The MHC is HLA-DQA10101-DQB10501 with pseudo-sequence HLA-DQA10101-DQB10501. (5) The peptide sequence is KTMVKKWRDVPYLTK. The MHC is HLA-DQA10501-DQB10302 with pseudo-sequence HLA-DQA10501-DQB10302. The binding affinity (normalized) is 0. (6) The peptide sequence is WSIHGKGEWMTTEDM. The MHC is DRB1_0701 with pseudo-sequence DRB1_0701. The binding affinity (normalized) is 0.286. (7) The peptide sequence is PEMPALYEKKLALYL. The MHC is HLA-DQA10102-DQB10501 with pseudo-sequence HLA-DQA10102-DQB10501. The binding affinity (normalized) is 0.533.